Dataset: Forward reaction prediction with 1.9M reactions from USPTO patents (1976-2016). Task: Predict the product of the given reaction. (1) Given the reactants [Cl:1][C:2]1[C:3]([CH2:11]O)=[N:4][CH:5]=[C:6]([CH3:10])[C:7]=1[O:8][CH3:9].S(Cl)([Cl:15])=O, predict the reaction product. The product is: [ClH:1].[Cl:1][C:2]1[C:3]([CH2:11][Cl:15])=[N:4][CH:5]=[C:6]([CH3:10])[C:7]=1[O:8][CH3:9]. (2) Given the reactants [OH-].[Na+].[CH3:3][O:4][C:5]1[CH:10]=[CH:9][C:8]([C:11]2[C:19]3[C:18]([NH:20][CH2:21][CH2:22][CH2:23][CH2:24][CH2:25][C:26]([O:28]C)=[O:27])=[N:17][CH:16]=[N:15][C:14]=3[O:13][C:12]=2[C:30]2[S:31][CH:32]=[CH:33][CH:34]=2)=[CH:7][CH:6]=1.Cl.O, predict the reaction product. The product is: [CH3:3][O:4][C:5]1[CH:6]=[CH:7][C:8]([C:11]2[C:19]3[C:18]([NH:20][CH2:21][CH2:22][CH2:23][CH2:24][CH2:25][C:26]([OH:28])=[O:27])=[N:17][CH:16]=[N:15][C:14]=3[O:13][C:12]=2[C:30]2[S:31][CH:32]=[CH:33][CH:34]=2)=[CH:9][CH:10]=1. (3) Given the reactants C([C@@H]1COC(=O)N1[C:14](=[O:33])[C@H:15]([CH3:32])[C@@H:16]([O:24][Si:25]([C:28]([CH3:31])([CH3:30])[CH3:29])([CH3:27])[CH3:26])[C@H:17]1[CH2:21][O:20][C:19]([CH3:23])([CH3:22])[O:18]1)C1C=CC=CC=1.C(O)C.[Li+].[BH4-], predict the reaction product. The product is: [Si:25]([O:24][C@@H:16]([C@H:17]1[CH2:21][O:20][C:19]([CH3:22])([CH3:23])[O:18]1)[C@@H:15]([CH3:32])[CH2:14][OH:33])([C:28]([CH3:31])([CH3:29])[CH3:30])([CH3:26])[CH3:27]. (4) Given the reactants [OH:1][N:2]=[C:3]([C:5]1[N:10]=[CH:9][C:8]([O:11][C:12]2[CH:13]=[C:14]([CH:24]=[C:25]([O:27][CH:28]([CH3:30])[CH3:29])[CH:26]=2)[C:15]([NH:17][C:18]2[CH:22]=[CH:21][N:20]([CH3:23])[N:19]=2)=[O:16])=[CH:7][CH:6]=1)[NH2:4].C(N(CC)CC)C.ClCCl.[CH:41]1([C:44](Cl)=O)[CH2:43][CH2:42]1, predict the reaction product. The product is: [CH:41]1([C:44]2[O:1][N:2]=[C:3]([C:5]3[N:10]=[CH:9][C:8]([O:11][C:12]4[CH:13]=[C:14]([CH:24]=[C:25]([O:27][CH:28]([CH3:30])[CH3:29])[CH:26]=4)[C:15]([NH:17][C:18]4[CH:22]=[CH:21][N:20]([CH3:23])[N:19]=4)=[O:16])=[CH:7][CH:6]=3)[N:4]=2)[CH2:43][CH2:42]1. (5) Given the reactants Br[C:2]1[CH:7]=[CH:6][CH:5]=[CH:4][N:3]=1.[OH:8][C:9]1[CH:14]=[CH:13][C:12]([C:15]([O:17][CH3:18])=[O:16])=[CH:11][CH:10]=1.C(=O)([O-])[O-].[K+].[K+], predict the reaction product. The product is: [N:3]1[CH:4]=[CH:5][CH:6]=[CH:7][C:2]=1[O:8][C:9]1[CH:10]=[CH:11][C:12]([C:15]([O:17][CH3:18])=[O:16])=[CH:13][CH:14]=1. (6) The product is: [Cl:1][C:2]1[CH:7]=[CH:6][C:5]([S:8]([N:11]2[C:20]3[C:15](=[CH:16][CH:17]=[CH:18][CH:19]=3)[CH2:14][CH2:13][CH2:12]2)(=[O:10])=[O:9])=[CH:4][C:3]=1[NH2:21]. Given the reactants [Cl:1][C:2]1[CH:7]=[CH:6][C:5]([S:8]([N:11]2[C:20]3[C:15](=[CH:16][CH:17]=[CH:18][CH:19]=3)[CH2:14][CH2:13][CH2:12]2)(=[O:10])=[O:9])=[CH:4][C:3]=1[N+:21]([O-])=O.CO.C1COCC1.[BH4-].[Na+], predict the reaction product. (7) Given the reactants [CH2:1]([N:8]1[C:16]2[C:11](=[CH:12][CH:13]=[C:14]([Cl:17])[CH:15]=2)[C:10]([C:18]2[N:19]=[C:20]3[C:26]([C:27]([NH:29][CH:30]([CH3:32])[CH3:31])=[O:28])=[CH:25][N:24](COCC[Si](C)(C)C)[C:21]3=[N:22][CH:23]=2)=[N:9]1)[C:2]1[CH:7]=[CH:6][CH:5]=[CH:4][CH:3]=1.FC(F)(F)C(O)=O.C(N)CN, predict the reaction product. The product is: [CH2:1]([N:8]1[C:16]2[C:11](=[CH:12][CH:13]=[C:14]([Cl:17])[CH:15]=2)[C:10]([C:18]2[N:19]=[C:20]3[C:26]([C:27]([NH:29][CH:30]([CH3:32])[CH3:31])=[O:28])=[CH:25][NH:24][C:21]3=[N:22][CH:23]=2)=[N:9]1)[C:2]1[CH:7]=[CH:6][CH:5]=[CH:4][CH:3]=1.